This data is from Reaction yield outcomes from USPTO patents with 853,638 reactions. The task is: Predict the reaction yield, written as a fraction of the theoretical maximum amount of product (1.0 means a 100% yield; for example, 0.34 means a 34% yield). (1) The reactants are O.[OH-].[Li+].C[O:5][C:6]([C:8]1[CH:13]=[CH:12][C:11](=[O:14])[N:10]([C:15]2[CH:20]=[CH:19][CH:18]=[CH:17][CH:16]=2)[CH:9]=1)=[O:7].O1CCCC1. The catalyst is O. The product is [O:14]=[C:11]1[N:10]([C:15]2[CH:16]=[CH:17][CH:18]=[CH:19][CH:20]=2)[CH:9]=[C:8]([C:6]([OH:7])=[O:5])[CH:13]=[CH:12]1. The yield is 0.790. (2) The reactants are [CH3:1][C:2]1[CH:3]=[C:4]([CH:9]2[CH2:13][N:12]([N:14]([CH2:22][C:23]3[CH:28]=[CH:27][N:26]=[CH:25][CH:24]=3)C(=O)CC(C)(C)C)[C:11](=[O:29])[N:10]2[CH2:30][CH2:31][C:32]2[CH:37]=[CH:36][C:35]([O:38][CH3:39])=[CH:34][CH:33]=2)[CH:5]=[CH:6][C:7]=1[CH3:8].C([SiH](CC)CC)C.FC(F)(F)C(O)=O. The catalyst is C(Cl)Cl. The product is [CH3:1][C:2]1[CH:3]=[C:4]([CH:9]2[CH2:13][N:12]([NH:14][CH2:22][C:23]3[CH:28]=[CH:27][N:26]=[CH:25][CH:24]=3)[C:11](=[O:29])[N:10]2[CH2:30][CH2:31][C:32]2[CH:33]=[CH:34][C:35]([O:38][CH3:39])=[CH:36][CH:37]=2)[CH:5]=[CH:6][C:7]=1[CH3:8]. The yield is 0.760.